From a dataset of Catalyst prediction with 721,799 reactions and 888 catalyst types from USPTO. Predict which catalyst facilitates the given reaction. (1) Reactant: [C:1]([C:9]1[CH:10]=[N:11][C:12]2[C:17]([C:18]=1[C:19]1[CH:20]=[C:21]([CH:33]=[CH:34][CH:35]=1)[O:22][CH2:23][C:24]1[CH:29]=[CH:28][C:27]([CH2:30][C:31]#[N:32])=[CH:26][CH:25]=1)=[CH:16][CH:15]=[CH:14][C:13]=2[C:36]([F:39])([F:38])[F:37])(=[O:8])[C:2]1[CH:7]=[CH:6][CH:5]=[CH:4][CH:3]=1.[N-:40]=[N+:41]=[N-:42].[Na+].[NH4+].[Cl-].O. Product: [C:2]1([C:1]([C:9]2[CH:10]=[N:11][C:12]3[C:17]([C:18]=2[C:19]2[CH:35]=[CH:34][CH:33]=[C:21]([O:22][CH2:23][C:24]4[CH:29]=[CH:28][C:27]([CH2:30][C:31]5[NH:42][N:41]=[N:40][N:32]=5)=[CH:26][CH:25]=4)[CH:20]=2)=[CH:16][CH:15]=[CH:14][C:13]=3[C:36]([F:38])([F:37])[F:39])=[O:8])[CH:3]=[CH:4][CH:5]=[CH:6][CH:7]=1. The catalyst class is: 3. (2) Reactant: [CH3:1][C:2]1[CH:3]=[CH:4][C:5]([N+:22]([O-])=O)=[C:6]([NH:8][CH:9]2[CH2:14][CH2:13][N:12]([C:15]([O:17][C:18]([CH3:21])([CH3:20])[CH3:19])=[O:16])[CH2:11][CH2:10]2)[CH:7]=1. Product: [NH2:22][C:5]1[CH:4]=[CH:3][C:2]([CH3:1])=[CH:7][C:6]=1[NH:8][CH:9]1[CH2:14][CH2:13][N:12]([C:15]([O:17][C:18]([CH3:21])([CH3:20])[CH3:19])=[O:16])[CH2:11][CH2:10]1. The catalyst class is: 29. (3) Reactant: [CH3:1][N:2]([CH3:17])[C:3]1[NH:8][C:7]2=[N:9][CH:10]=[CH:11][C:6]2=[C:5]([C:12]2[O:13][CH:14]=[CH:15][CH:16]=2)[N:4]=1.CCN(CC)CC.[C:25](Cl)(=[O:32])[C:26]1[CH:31]=[CH:30][CH:29]=[CH:28][CH:27]=1. Product: [C:25]([N:9]1[C:7]2[N:8]=[C:3]([N:2]([CH3:17])[CH3:1])[N:4]=[C:5]([C:12]3[O:13][CH:14]=[CH:15][CH:16]=3)[C:6]=2[CH:11]=[CH:10]1)(=[O:32])[C:26]1[CH:31]=[CH:30][CH:29]=[CH:28][CH:27]=1. The catalyst class is: 230. (4) Reactant: [CH3:1][O:2][C:3]1[CH:20]=[CH:19][C:6]([CH2:7][N:8]2[C:12]3[NH:13][CH2:14][CH2:15][CH2:16][C:17](=[O:18])[C:11]=3[CH:10]=[N:9]2)=[CH:5][CH:4]=1.[H-].[Na+].Cl[CH2:24][CH2:25][N:26]1[CH2:31][CH2:30][O:29][CH2:28][CH2:27]1. Product: [CH3:1][O:2][C:3]1[CH:4]=[CH:5][C:6]([CH2:7][N:8]2[C:12]3[N:13]([CH2:24][CH2:25][N:26]4[CH2:31][CH2:30][O:29][CH2:28][CH2:27]4)[CH2:14][CH2:15][CH2:16][C:17](=[O:18])[C:11]=3[CH:10]=[N:9]2)=[CH:19][CH:20]=1. The catalyst class is: 3. (5) Reactant: [CH3:1][NH:2][C:3]1[CH:8]=[CH:7][C:6]([N:9]2[CH2:14][CH2:13][CH:12]([C:15]([F:18])([F:17])[F:16])[CH2:11][CH2:10]2)=[CH:5][C:4]=1[N+:19]([O-])=O. The catalyst class is: 43. Product: [CH3:1][NH:2][C:3]1[CH:8]=[CH:7][C:6]([N:9]2[CH2:10][CH2:11][CH:12]([C:15]([F:18])([F:16])[F:17])[CH2:13][CH2:14]2)=[CH:5][C:4]=1[NH2:19]. (6) Reactant: [F:1][C:2]1[CH:11]=[C:10]2[C:5]([CH:6]=[CH:7][CH:8]=[N:9]2)=[CH:4][C:3]=1[CH2:12][C:13]1[N:17]2[N:18]=[C:19]([C:22]3[CH:23]=[N:24][NH:25][CH:26]=3)[CH:20]=[CH:21][C:16]2=[N:15][CH:14]=1.Cl.Cl[CH2:29][CH2:30][N:31]1[CH2:35][CH2:34][CH2:33][CH2:32]1.C([O-])([O-])=O.[Cs+].[Cs+]. Product: [F:1][C:2]1[CH:11]=[C:10]2[C:5]([CH:6]=[CH:7][CH:8]=[N:9]2)=[CH:4][C:3]=1[CH2:12][C:13]1[N:17]2[N:18]=[C:19]([C:22]3[CH:23]=[N:24][N:25]([CH2:29][CH2:30][N:31]4[CH2:35][CH2:34][CH2:33][CH2:32]4)[CH:26]=3)[CH:20]=[CH:21][C:16]2=[N:15][CH:14]=1. The catalyst class is: 31.